From a dataset of Full USPTO retrosynthesis dataset with 1.9M reactions from patents (1976-2016). Predict the reactants needed to synthesize the given product. (1) Given the product [CH2:1]([CH:5]([CH2:11][C:12]1[CH:13]=[CH:14][C:15]([O:18][CH2:19][CH2:20][NH:21][C:22]([C:24]2[CH:25]=[CH:26][C:27]([C:30]3[CH:35]=[CH:34][CH:33]=[CH:32][C:31]=3[O:36][CH3:37])=[CH:28][CH:29]=2)=[O:23])=[CH:16][CH:17]=1)[C:6]([OH:8])=[O:7])[CH2:2][CH2:3][CH3:4], predict the reactants needed to synthesize it. The reactants are: [CH2:1]([CH:5]([CH2:11][C:12]1[CH:17]=[CH:16][C:15]([O:18][CH2:19][CH2:20][NH:21][C:22]([C:24]2[CH:29]=[CH:28][C:27]([C:30]3[CH:35]=[CH:34][CH:33]=[CH:32][C:31]=3[O:36][CH3:37])=[CH:26][CH:25]=2)=[O:23])=[CH:14][CH:13]=1)[C:6]([O:8]CC)=[O:7])[CH2:2][CH2:3][CH3:4].[OH-].[Na+]. (2) Given the product [CH3:16][N:17]1[C:18]2[CH:14]=[CH:15][C:6]([N+:3]([O-:5])=[O:4])=[CH:7][C:8]=2[N:12]([CH3:11])[C:19]1=[O:20], predict the reactants needed to synthesize it. The reactants are: [H-].[Na+].[N+:3]([C:6]1[CH:15]=[CH:14]C2N[C:11](=O)[NH:12][C:8]=2[CH:7]=1)([O-:5])=[O:4].[CH3:16][N:17]([CH:19]=[O:20])[CH3:18]. (3) Given the product [F:1][C:2]1[C:33]([F:34])=[CH:32][CH:31]=[CH:30][C:3]=1[CH2:4][S:5][C:6]1[N:11]=[C:10]([NH:12][S:13]([N:16]2[CH2:17][CH2:18][CH2:19]2)(=[O:14])=[O:15])[CH:9]=[C:8]([NH:20][C@@H:21]([CH3:22])[C@@H:23]([OH:24])[CH2:27][OH:26])[N:7]=1, predict the reactants needed to synthesize it. The reactants are: [F:1][C:2]1[C:33]([F:34])=[CH:32][CH:31]=[CH:30][C:3]=1[CH2:4][S:5][C:6]1[N:11]=[C:10]([NH:12][S:13]([N:16]2[CH2:19][CH2:18][CH2:17]2)(=[O:15])=[O:14])[CH:9]=[C:8]([NH:20][C@H:21]([C@@H:23]2[CH2:27][O:26]C(C)(C)[O:24]2)[CH3:22])[N:7]=1.C1(C)C=CC(S(O)(=O)=O)=CC=1. (4) The reactants are: [Br:1]N1C(=O)CCC1=O.N(C(C)(C)C#N)=NC(C)(C)C#N.[Cl:21][C:22]1[C:26]([CH3:27])=[CH:25][S:24][C:23]=1[C:28]([O:30][CH3:31])=[O:29]. Given the product [Br:1][CH2:27][C:26]1[C:22]([Cl:21])=[C:23]([C:28]([O:30][CH3:31])=[O:29])[S:24][CH:25]=1, predict the reactants needed to synthesize it. (5) Given the product [F:1][CH:2]([CH2:8][C:9]1[CH:10]=[CH:11][C:12]([O:15][CH2:16][C:17]2[CH:22]=[CH:21][C:20]([CH2:23][N:24]([CH2:36][CH2:37][C:38]3[CH:39]=[CH:40][CH:41]=[CH:42][CH:43]=3)[C:25]3[S:26][CH:27]=[C:28]([C:30]4[CH:31]=[CH:32][CH:33]=[CH:34][CH:35]=4)[N:29]=3)=[CH:19][CH:18]=2)=[CH:13][CH:14]=1)[C:3]([OH:5])=[O:4], predict the reactants needed to synthesize it. The reactants are: [F:1][CH:2]([CH2:8][C:9]1[CH:14]=[CH:13][C:12]([O:15][CH2:16][C:17]2[CH:22]=[CH:21][C:20]([CH2:23][N:24]([CH2:36][CH2:37][C:38]3[CH:43]=[CH:42][CH:41]=[CH:40][CH:39]=3)[C:25]3[S:26][CH:27]=[C:28]([C:30]4[CH:35]=[CH:34][CH:33]=[CH:32][CH:31]=4)[N:29]=3)=[CH:19][CH:18]=2)=[CH:11][CH:10]=1)[C:3]([O:5]CC)=[O:4].O1CCCC1.O.[OH-].[Li+].Cl.